Task: Regression/Classification. Given a drug SMILES string, predict its absorption, distribution, metabolism, or excretion properties. Task type varies by dataset: regression for continuous measurements (e.g., permeability, clearance, half-life) or binary classification for categorical outcomes (e.g., BBB penetration, CYP inhibition). For this dataset (clearance_hepatocyte_az), we predict log10(clearance) (log10 of the in vitro intrinsic clearance, CLint, in uL/min per 10^6 hepatocytes; values are censored to the assay range of 3 to 150, which is 0.477 to 2.18 on this log10 scale).. Dataset: Hepatocyte clearance measurements from AstraZeneca The compound is C[C@@H]1CN[C@@H](C2CC2)C(=O)N(C)[C@H](C)C(=O)N[C@H](Cc2ccc(F)cc2)C(=O)NCCCc2ccccc2O1. The log10(clearance) is 1.43.